From a dataset of Reaction yield outcomes from USPTO patents with 853,638 reactions. Predict the reaction yield, written as a fraction of the theoretical maximum amount of product (1.0 means a 100% yield; for example, 0.34 means a 34% yield). (1) The reactants are [Br:1][C:2]1[CH:7]=[C:6]([Cl:8])[CH:5]=[CH:4][C:3]=1[OH:9].Cl[C:11]([F:16])([F:15])C([O-])=O.[Na+].C(=O)([O-])[O-].[Cs+].[Cs+]. The catalyst is CN(C=O)C.O.CC(OC)(C)C.O. The product is [Cl:8][C:6]1[CH:5]=[CH:4][C:3]([O:9][CH:11]([F:16])[F:15])=[C:2]([Br:1])[CH:7]=1. The yield is 0.980. (2) The reactants are [NH2:1][C:2]1[C:7]([N+:8]([O-:10])=[O:9])=[CH:6][CH:5]=[CH:4][N:3]=1.S(=O)(=O)(O)O.[I:16]I.S([O-])([O-])(=O)=S.[Na+].[Na+]. The catalyst is O.C(O)(=O)C. The product is [I:16][C:5]1[CH:6]=[C:7]([N+:8]([O-:10])=[O:9])[C:2]([NH2:1])=[N:3][CH:4]=1. The yield is 0.790.